This data is from Full USPTO retrosynthesis dataset with 1.9M reactions from patents (1976-2016). The task is: Predict the reactants needed to synthesize the given product. (1) The reactants are: [CH3:1][O:2][C:3]1[CH:8]=[CH:7][C:6]([CH2:9][CH:10]([NH2:12])[CH3:11])=[CH:5][CH:4]=1.[CH3:13][CH:14]1[CH2:23][C:22]2[C:17](=[CH:18][C:19]([OH:24])=[CH:20][CH:21]=2)[CH2:16][NH:15]1. Given the product [CH3:1][O:2][C:3]1[CH:4]=[C:5]2[C:6]([CH2:9][CH2:10][NH:12][CH2:13]2)=[CH:7][CH:8]=1.[CH2:16]1[C:17]2[C:22](=[CH:21][CH:20]=[C:19]([OH:24])[CH:18]=2)[CH2:23][CH2:14][NH:15]1.[CH3:1][O:2][C:3]1[CH:8]=[CH:7][C:6]([CH2:9][C:10](=[O:24])[CH3:11])=[CH:5][CH:4]=1, predict the reactants needed to synthesize it. (2) Given the product [CH:1]1([NH:6][C:7]2[N:12]=[C:11]([CH2:13][CH2:14][O:15][C:27]3[CH:28]=[CH:29][C:24]([CH2:23][C@@H:22]([C:31]([O:33][CH3:34])=[O:32])[NH:21][C:19]([C:18]4[C:35]([Cl:39])=[CH:36][CH:37]=[CH:38][C:17]=4[Cl:16])=[O:20])=[CH:25][CH:26]=3)[CH:10]=[CH:9][CH:8]=2)[CH2:2][CH2:3][CH2:4][CH2:5]1, predict the reactants needed to synthesize it. The reactants are: [CH:1]1([NH:6][C:7]2[N:12]=[C:11]([CH2:13][CH2:14][OH:15])[CH:10]=[CH:9][CH:8]=2)[CH2:5][CH2:4][CH2:3][CH2:2]1.[Cl:16][C:17]1[CH:38]=[CH:37][CH:36]=[C:35]([Cl:39])[C:18]=1[C:19]([NH:21][C@H:22]([C:31]([O:33][CH3:34])=[O:32])[CH2:23][C:24]1[CH:29]=[CH:28][C:27](O)=[CH:26][CH:25]=1)=[O:20].C1(P(C2C=CC=CC=2)C2C=CC=CC=2)C=CC=CC=1. (3) Given the product [Br:5][C:6]1[CH:11]=[CH:10][C:9]([O:12][CH2:2][CH2:3][OH:4])=[C:8]([C:13]([F:14])([F:15])[F:16])[CH:7]=1, predict the reactants needed to synthesize it. The reactants are: Br[CH2:2][CH2:3][OH:4].[Br:5][C:6]1[CH:11]=[CH:10][C:9]([OH:12])=[C:8]([C:13]([F:16])([F:15])[F:14])[CH:7]=1.C(=O)([O-])[O-].[K+].[K+]. (4) Given the product [CH3:19][C:18]([O:17][C:15]([N:12]1[CH2:13][CH2:14][N:9]([CH2:8][C:4]2[CH:3]=[C:2]([B:29]([OH:30])[OH:28])[CH:7]=[CH:6][CH:5]=2)[CH2:10][CH2:11]1)=[O:16])([CH3:21])[CH3:20], predict the reactants needed to synthesize it. The reactants are: Br[C:2]1[CH:3]=[C:4]([CH2:8][N:9]2[CH2:14][CH2:13][N:12]([C:15]([O:17][C:18]([CH3:21])([CH3:20])[CH3:19])=[O:16])[CH2:11][CH2:10]2)[CH:5]=[CH:6][CH:7]=1.C([Li])CCC.C[O:28][B:29](OC)[O:30]C. (5) Given the product [Br:1][C:2]1[C:3]([O:36][CH3:37])=[CH:4][C:5]2[CH2:6][CH2:7][N:8]3[C:15]4[C:16](=[O:17])[N:18]([C:31]([CH3:34])([CH3:32])[CH3:33])[CH2:19][CH2:20][CH2:21][O:22][CH2:23][C:24]=4[C:25]([C:26]4[S:30][CH:29]=[N:28][CH:27]=4)=[C:9]3[C:10]=2[CH:11]=1, predict the reactants needed to synthesize it. The reactants are: [Br:1][C:2]1[CH:11]=[C:10]2[C:5]([CH2:6][CH2:7][N:8]([C:15](=O)[C:16]([N:18]([C:31]([CH3:34])([CH3:33])[CH3:32])[CH2:19][CH2:20][CH2:21][O:22][CH2:23][C:24]#[C:25][C:26]3[S:30][CH:29]=[N:28][CH:27]=3)=[O:17])[CH:9]2C(O)=O)=[CH:4][C:3]=1[O:36][CH3:37].C([O-])(=O)C.[Na+].[NH4+].[OH-].C(OCC)C. (6) Given the product [CH:52]12[CH2:49][CH:48]([N:47]([CH2:2][CH2:3][NH:1][C@:4]34[CH2:40][CH2:39][C@@H:38]([C:41]([CH3:43])=[CH2:42])[C@@H:5]3[C@@H:6]3[C@@:19]([CH3:22])([CH2:20][CH2:21]4)[C@@:18]4([CH3:23])[C@@H:9]([C@:10]5([CH3:37])[C@@H:15]([CH2:16][CH2:17]4)[C:14]([CH3:25])([CH3:24])[C:13]([C:26]4[CH2:31][CH2:30][CH:29]([C:32]([O:34][CH2:35][CH3:36])=[O:33])[CH2:28][CH:27]=4)=[CH:12][CH2:11]5)[CH2:8][CH2:7]3)[CH2:51]1)[CH2:50][O:56]2, predict the reactants needed to synthesize it. The reactants are: [N:1]1([C@:4]23[CH2:40][CH2:39][C@@H:38]([C:41]([CH3:43])=[CH2:42])[C@@H:5]2[C@@H:6]2[C@@:19]([CH3:22])([CH2:20][CH2:21]3)[C@@:18]3([CH3:23])[C@@H:9]([C@:10]4([CH3:37])[C@@H:15]([CH2:16][CH2:17]3)[C:14]([CH3:25])([CH3:24])[C:13]([C:26]3[CH2:31][CH2:30][CH:29]([C:32]([O:34][CH2:35][CH3:36])=[O:33])[CH2:28][CH:27]=3)=[CH:12][CH2:11]4)[CH2:8][CH2:7]2)[CH2:3][CH2:2]1.C([N:47]([CH2:51][CH3:52])[CH:48]([CH3:50])[CH3:49])(C)C.C1C[O:56]CC1. (7) Given the product [C:1]([C:3]1[C:8]([F:9])=[CH:7][C:6]([CH2:10][C:11]([O:13][CH3:19])=[O:12])=[C:5]([F:14])[CH:4]=1)#[N:2], predict the reactants needed to synthesize it. The reactants are: [C:1]([C:3]1[C:8]([F:9])=[CH:7][C:6]([CH2:10][C:11]([OH:13])=[O:12])=[C:5]([F:14])[CH:4]=1)#[N:2].S(Cl)(Cl)=O.[CH3:19]O. (8) Given the product [CH3:14][O:15][C:16]1[CH:21]=[C:20]([O:22][CH3:23])[CH:19]=[CH:18][C:17]=1[CH2:24][NH:25][C:2]1[CH:11]=[N:10][C:9]2[C:4](=[CH:5][CH:6]=[C:7]([O:12][CH3:13])[CH:8]=2)[N:3]=1, predict the reactants needed to synthesize it. The reactants are: Cl[C:2]1[CH:11]=[N:10][C:9]2[C:4](=[CH:5][CH:6]=[C:7]([O:12][CH3:13])[CH:8]=2)[N:3]=1.[CH3:14][O:15][C:16]1[CH:21]=[C:20]([O:22][CH3:23])[CH:19]=[CH:18][C:17]=1[CH2:24][NH2:25].C(OCC)(=O)C. (9) The reactants are: [CH2:1]([N:8]([CH2:15][C:16]1[C:21](Cl)=[N:20][C:19]([N:23]([CH3:27])[CH2:24][CH2:25][CH3:26])=[CH:18][N:17]=1)[CH2:9][C@@H:10]([OH:14])[CH2:11][O:12][CH3:13])[C:2]1[CH:7]=[CH:6][CH:5]=[CH:4][CH:3]=1.CC(C)([O-])C.[K+].O. Given the product [CH2:1]([N:8]1[CH2:15][C:16]2[N:17]=[CH:18][C:19]([N:23]([CH3:27])[CH2:24][CH2:25][CH3:26])=[N:20][C:21]=2[O:14][C@@H:10]([CH2:11][O:12][CH3:13])[CH2:9]1)[C:2]1[CH:7]=[CH:6][CH:5]=[CH:4][CH:3]=1, predict the reactants needed to synthesize it.